Task: Regression. Given a peptide amino acid sequence and an MHC pseudo amino acid sequence, predict their binding affinity value. This is MHC class II binding data.. Dataset: Peptide-MHC class II binding affinity with 134,281 pairs from IEDB (1) The peptide sequence is THMWFSRAVAQSILA. The MHC is DRB1_0301 with pseudo-sequence DRB1_0301. The binding affinity (normalized) is 0.0967. (2) The peptide sequence is DPMVQIPRLVANNTR. The MHC is HLA-DPA10201-DPB10501 with pseudo-sequence HLA-DPA10201-DPB10501. The binding affinity (normalized) is 0.459. (3) The peptide sequence is RVPLTSNNGIKQQGI. The MHC is HLA-DQA10102-DQB10502 with pseudo-sequence HLA-DQA10102-DQB10502. The binding affinity (normalized) is 0.103. (4) The peptide sequence is EQISVLRKAFDAFDR. The MHC is DRB1_1001 with pseudo-sequence DRB1_1001. The binding affinity (normalized) is 0.612.